This data is from Reaction yield outcomes from USPTO patents with 853,638 reactions. The task is: Predict the reaction yield, written as a fraction of the theoretical maximum amount of product (1.0 means a 100% yield; for example, 0.34 means a 34% yield). (1) The reactants are [CH2:1]([O:3][CH:4]([O:50][CH2:51][CH3:52])[C@@H:5]([N:7]([CH2:39][C:40]1[CH:41]=[CH:42][CH:43]=[C:44]2[C:49]=1[N:48]=[CH:47][CH:46]=[CH:45]2)[C:8](=[O:38])[C@@H:9]([NH:20]C(=O)OCC1C2C=CC=CC=2C2C1=CC=CC=2)[CH2:10][C:11]1[C:16]([CH3:17])=[CH:15][C:14]([OH:18])=[CH:13][C:12]=1[CH3:19])[CH3:6])[CH3:2].N1CCCCC1. No catalyst specified. The product is [NH2:20][C@@H:9]([CH2:10][C:11]1[C:16]([CH3:17])=[CH:15][C:14]([OH:18])=[CH:13][C:12]=1[CH3:19])[C:8]([N:7]([C@@H:5]([CH3:6])[CH:4]([O:50][CH2:51][CH3:52])[O:3][CH2:1][CH3:2])[CH2:39][C:40]1[CH:41]=[CH:42][CH:43]=[C:44]2[C:49]=1[N:48]=[CH:47][CH:46]=[CH:45]2)=[O:38]. The yield is 1.15. (2) The reactants are [C:1]([O:5][C:6]([NH:8][C@H:9]([CH:13]([CH3:15])[CH3:14])[C:10]([OH:12])=O)=[O:7])([CH3:4])([CH3:3])[CH3:2].[CH2:16]([NH:23][CH2:24][CH2:25][OH:26])[C:17]1[CH:22]=[CH:21][CH:20]=[CH:19][CH:18]=1.CN(C(ON1N=NC2C=CC=NC1=2)=[N+](C)C)C.F[P-](F)(F)(F)(F)F.CCN(CC)CC. The catalyst is C(Cl)Cl.O. The product is [CH2:16]([N:23]([CH2:24][CH2:25][OH:26])[C:10](=[O:12])[C@H:9]([NH:8][C:6](=[O:7])[O:5][C:1]([CH3:2])([CH3:3])[CH3:4])[CH:13]([CH3:15])[CH3:14])[C:17]1[CH:22]=[CH:21][CH:20]=[CH:19][CH:18]=1. The yield is 0.880. (3) The reactants are [NH2:1][C:2]1[CH:7]=[CH:6][CH:5]=[CH:4][CH:3]=1.O.O.O.[F:11][C:12]([F:20])([F:19])[C:13]([C:15]([F:18])([F:17])[F:16])=[O:14]. The catalyst is C(OCC)(=O)C.O.C1(C)C=CC(S(O)(=O)=O)=CC=1. The product is [NH2:1][C:2]1[CH:7]=[CH:6][C:5]([C:13]([OH:14])([C:15]([F:18])([F:17])[F:16])[C:12]([F:20])([F:19])[F:11])=[CH:4][CH:3]=1. The yield is 0.450. (4) The reactants are [C:1]([NH:8][C@H](C(O)=O)CC)([O:3][C:4]([CH3:7])([CH3:6])[CH3:5])=[O:2].O[N:16]1[C:21](=[O:22])[CH2:20][CH2:19][C:17]1=O.[CH2:23]1CCC(N=C=NC2CCCCC2)CC1. The catalyst is C(Cl)Cl. The product is [CH3:23][C@@H:20]([CH:19]([NH:8][C:1]([O:3][C:4]([CH3:7])([CH3:6])[CH3:5])=[O:2])[CH3:17])[C:21]([NH2:16])=[O:22]. The yield is 0.880. (5) The reactants are [N:1]1[C:10]2[C:5](=[CH:6][C:7]([C:11]3[S:15][C:14]([NH2:16])=[N:13][N:12]=3)=[CH:8][CH:9]=2)[CH:4]=[N:3][CH:2]=1.[CH3:17][C:18]([O:21][C:22](O[C:22]([O:21][C:18]([CH3:20])([CH3:19])[CH3:17])=[O:23])=[O:23])([CH3:20])[CH3:19]. The catalyst is CN(C=O)C.CN(C)C1C=CN=CC=1. The product is [N:1]1[C:10]2[C:5](=[CH:6][C:7]([C:11]3[S:15][C:14]([NH:16][C:22](=[O:23])[O:21][C:18]([CH3:20])([CH3:19])[CH3:17])=[N:13][N:12]=3)=[CH:8][CH:9]=2)[CH:4]=[N:3][CH:2]=1. The yield is 0.170. (6) The reactants are [F:1][C:2]1[CH:3]=[C:4]2[C:8](=[CH:9][CH:10]=1)[NH:7][C:6](=[O:11])[CH2:5]2.[Li+].C[Si]([N-][Si](C)(C)C)(C)C.C1COCC1.[CH3:27][C:28]1([CH3:48])[C:36]2[C:31](=[CH:32][CH:33]=[C:34]([C:37]#[C:38][CH2:39][O:40]C3CCCCO3)[CH:35]=2)[C:30](=O)[O:29]1. The catalyst is C1COCC1. The product is [F:1][C:2]1[CH:3]=[C:4]2[C:8](=[CH:9][CH:10]=1)[NH:7][C:6](=[O:11])[C:5]2=[C:30]1[C:31]2[C:36](=[CH:35][C:34]([CH2:37][CH2:38][CH2:39][OH:40])=[CH:33][CH:32]=2)[C:28]([CH3:48])([CH3:27])[O:29]1. The yield is 0.630. (7) The reactants are [Br:1][C:2]1[C:3]([CH3:9])=[N:4][C:5]([NH2:8])=[CH:6][CH:7]=1.[C:10](Cl)([C:23]1[CH:28]=[CH:27][CH:26]=[CH:25][CH:24]=1)([C:17]1[CH:22]=[CH:21][CH:20]=[CH:19][CH:18]=1)[C:11]1[CH:16]=[CH:15][CH:14]=[CH:13][CH:12]=1. The catalyst is C(Cl)(Cl)Cl. The product is [Br:1][C:2]1[CH:7]=[CH:6][C:5]([NH:8][C:10]([C:11]2[CH:16]=[CH:15][CH:14]=[CH:13][CH:12]=2)([C:23]2[CH:24]=[CH:25][CH:26]=[CH:27][CH:28]=2)[C:17]2[CH:18]=[CH:19][CH:20]=[CH:21][CH:22]=2)=[N:4][C:3]=1[CH3:9]. The yield is 0.970.